The task is: Regression. Given two drug SMILES strings and cell line genomic features, predict the synergy score measuring deviation from expected non-interaction effect.. This data is from NCI-60 drug combinations with 297,098 pairs across 59 cell lines. (1) Drug 1: C1=NC2=C(N1)C(=S)N=C(N2)N. Drug 2: COCCOC1=C(C=C2C(=C1)C(=NC=N2)NC3=CC=CC(=C3)C#C)OCCOC.Cl. Cell line: T-47D. Synergy scores: CSS=23.5, Synergy_ZIP=-7.56, Synergy_Bliss=0.0616, Synergy_Loewe=-0.781, Synergy_HSA=-0.403. (2) Drug 1: C1CC(C1)(C(=O)O)C(=O)O.[NH2-].[NH2-].[Pt+2]. Drug 2: CC1=C(C(=CC=C1)Cl)NC(=O)C2=CN=C(S2)NC3=CC(=NC(=N3)C)N4CCN(CC4)CCO. Cell line: HOP-62. Synergy scores: CSS=6.92, Synergy_ZIP=1.69, Synergy_Bliss=0.244, Synergy_Loewe=1.04, Synergy_HSA=0.894. (3) Drug 1: CC1=CC=C(C=C1)C2=CC(=NN2C3=CC=C(C=C3)S(=O)(=O)N)C(F)(F)F. Drug 2: C1CN(P(=O)(OC1)NCCCl)CCCl. Cell line: SNB-75. Synergy scores: CSS=5.21, Synergy_ZIP=0.157, Synergy_Bliss=3.12, Synergy_Loewe=3.64, Synergy_HSA=2.88.